Dataset: Full USPTO retrosynthesis dataset with 1.9M reactions from patents (1976-2016). Task: Predict the reactants needed to synthesize the given product. (1) Given the product [CH2:1]([O:8][C:9]1[CH:18]=[C:17]2[C:12]([C:13]([O:22][C:23]3[CH:24]=[C:25]4[C:29](=[CH:30][CH:31]=3)[NH:28][C:27]([CH3:32])=[CH:26]4)=[N:14][CH:15]=[N:16]2)=[CH:11][C:10]=1[O:20][CH3:21])[C:2]1[CH:7]=[CH:6][CH:5]=[CH:4][CH:3]=1, predict the reactants needed to synthesize it. The reactants are: [CH2:1]([O:8][C:9]1[CH:18]=[C:17]2[C:12]([C:13](Cl)=[N:14][CH:15]=[N:16]2)=[CH:11][C:10]=1[O:20][CH3:21])[C:2]1[CH:7]=[CH:6][CH:5]=[CH:4][CH:3]=1.[OH:22][C:23]1[CH:24]=[C:25]2[C:29](=[CH:30][CH:31]=1)[NH:28][C:27]([CH3:32])=[CH:26]2. (2) Given the product [C:1]([NH:9][C:10](=[CH:15][NH:16][C:18]1[S:21][CH:22]=[CH:23][N:24]=1)[C:11]([O:13][CH3:14])=[O:12])(=[O:8])[C:2]1[CH:3]=[CH:4][CH:5]=[CH:6][CH:7]=1, predict the reactants needed to synthesize it. The reactants are: [C:1]([NH:9][C:10](=[CH:15][N:16]([CH3:18])C)[C:11]([O:13][CH3:14])=[O:12])(=[O:8])[C:2]1[CH:7]=[CH:6][CH:5]=[CH:4][CH:3]=1.NC1[S:21][CH:22]=[CH:23][N:24]=1.Cl.O. (3) Given the product [S:1]1[C:5]2[CH:6]=[CH:7][CH:8]=[CH:9][C:4]=2[CH:3]=[C:2]1[CH:10]=[N:18][S:16]([C:13]([CH3:15])([CH3:14])[CH3:12])=[O:17], predict the reactants needed to synthesize it. The reactants are: [S:1]1[C:5]2[CH:6]=[CH:7][CH:8]=[CH:9][C:4]=2[CH:3]=[C:2]1[CH:10]=O.[CH3:12][C:13]([S:16]([NH2:18])=[O:17])([CH3:15])[CH3:14]. (4) Given the product [CH3:23][C:21]1[NH:20][N:19]=[C:18]([NH:17][C:4]2[N:3]=[C:2]([Cl:1])[N:7]=[C:6]([CH2:8][C:9]([O:11][CH2:12][CH3:13])=[O:10])[CH:5]=2)[CH:22]=1, predict the reactants needed to synthesize it. The reactants are: [Cl:1][C:2]1[N:7]=[C:6]([CH2:8][C:9]([O:11][CH2:12][CH3:13])=[O:10])[CH:5]=[C:4](Cl)[N:3]=1.[I-].[Na+].[NH2:17][C:18]1[CH:22]=[C:21]([CH3:23])[NH:20][N:19]=1.C(N(CC)C(C)C)(C)C. (5) The reactants are: [NH2:1][C:2]1[CH:3]=[C:4]([CH:9]=[CH:10][C:11]=1[Cl:12])[C:5]([O:7][CH3:8])=[O:6].[Br:13]N1C(=O)CCC1=O.C(OCC)(=O)C.C(OCC)C. Given the product [NH2:1][C:2]1[C:11]([Cl:12])=[CH:10][C:9]([Br:13])=[C:4]([CH:3]=1)[C:5]([O:7][CH3:8])=[O:6], predict the reactants needed to synthesize it. (6) Given the product [NH:23]1[C:24]2[C:29](=[CH:28][CH:27]=[CH:26][CH:25]=2)[C:21]([CH:18]2[CH2:19][CH2:20][N:15]([C:2]3[CH:3]=[CH:4][C:5]4[N:6]([C:8]([C:11]([F:14])([F:13])[F:12])=[N:9][N:10]=4)[N:7]=3)[CH2:16][CH2:17]2)=[CH:22]1, predict the reactants needed to synthesize it. The reactants are: Cl[C:2]1[CH:3]=[CH:4][C:5]2[N:6]([C:8]([C:11]([F:14])([F:13])[F:12])=[N:9][N:10]=2)[N:7]=1.[NH:15]1[CH2:20][CH2:19][CH:18]([C:21]2[C:29]3[C:24](=[CH:25][CH:26]=[CH:27][CH:28]=3)[NH:23][CH:22]=2)[CH2:17][CH2:16]1.CCN(C(C)C)C(C)C. (7) Given the product [NH2:1][C:2]1[CH:7]=[CH:6][N:5]([CH:8]2[CH2:12][O:11][CH:10]([CH2:13][O:14][C:29](=[O:30])[CH2:28][CH2:27][CH2:26][CH2:25][CH2:24][CH2:23][CH2:22][C:16]3[CH:17]=[CH:18][CH:19]=[CH:20][CH:21]=3)[O:9]2)[C:4](=[O:15])[N:3]=1, predict the reactants needed to synthesize it. The reactants are: [NH2:1][C:2]1[CH:7]=[CH:6][N:5]([CH:8]2[CH2:12][O:11][CH:10]([CH2:13][OH:14])[O:9]2)[C:4](=[O:15])[N:3]=1.[C:16]1([CH2:22][CH2:23][CH2:24][CH2:25][CH2:26][CH2:27][CH2:28][C:29](O)=[O:30])[CH:21]=[CH:20][CH:19]=[CH:18][CH:17]=1.CCN=C=NCCCN(C)C.C([O-])(O)=O.[Na+].